This data is from Forward reaction prediction with 1.9M reactions from USPTO patents (1976-2016). The task is: Predict the product of the given reaction. (1) Given the reactants [F:1][CH:2]([F:31])[C:3]1[N:7]([C:8]2[N:13]=[C:12]([N:14]3[CH2:17][C:16]4([CH2:20][NH:19][CH2:18]4)[CH2:15]3)[N:11]=[C:10]([N:21]3[CH2:26][CH2:25][O:24][CH2:23][CH2:22]3)[N:9]=2)[C:6]2[CH:27]=[CH:28][CH:29]=[CH:30][C:5]=2[N:4]=1.C(N(C(C)C)CC)(C)C.[C:41](O[C:41](=[O:44])[CH:42]=[CH2:43])(=[O:44])[CH:42]=[CH2:43], predict the reaction product. The product is: [F:31][CH:2]([F:1])[C:3]1[N:7]([C:8]2[N:9]=[C:10]([N:21]3[CH2:22][CH2:23][O:24][CH2:25][CH2:26]3)[N:11]=[C:12]([N:14]3[CH2:17][C:16]4([CH2:20][N:19]([C:41](=[O:44])[CH:42]=[CH2:43])[CH2:18]4)[CH2:15]3)[N:13]=2)[C:6]2[CH:27]=[CH:28][CH:29]=[CH:30][C:5]=2[N:4]=1. (2) Given the reactants [NH2:1][N:2]1[C:11](=[O:12])[C:10]2[C:5](=[N:6][CH:7]=[CH:8][N:9]=2)[N:4]=[C:3]1[C:13]1[CH:18]=[CH:17][C:16]([F:19])=[CH:15][CH:14]=1.[Br:20][C:21]1[CH:28]=[CH:27][C:24]([CH:25]=O)=[CH:23][CH:22]=1.C(O[BH-](OC(=O)C)OC(=O)C)(=O)C.[Na+].C(OCC)(=O)C, predict the reaction product. The product is: [Br:20][C:21]1[CH:28]=[CH:27][C:24](/[CH:25]=[N:1]/[N:2]2[C:11](=[O:12])[C:10]3[C:5](=[N:6][CH:7]=[CH:8][N:9]=3)[N:4]=[C:3]2[C:13]2[CH:18]=[CH:17][C:16]([F:19])=[CH:15][CH:14]=2)=[CH:23][CH:22]=1.